From a dataset of Reaction yield outcomes from USPTO patents with 853,638 reactions. Predict the reaction yield, written as a fraction of the theoretical maximum amount of product (1.0 means a 100% yield; for example, 0.34 means a 34% yield). (1) The reactants are [OH-:1].[K+].[F:3][C:4]1[C:16]2[O:17][CH2:18][CH2:19][C:15]=2[C:14]2[C:13]3[CH2:12][CH2:11][NH:10][C:9](=[O:20])[C:8]=3[NH:7][C:6]=2[CH:5]=1. The catalyst is C(O)C. The product is [NH2:10][CH2:11][CH2:12][C:13]1[C:14]2[C:6](=[CH:5][C:4]([F:3])=[C:16]3[C:15]=2[CH2:19][CH2:18][O:17]3)[NH:7][C:8]=1[C:9]([OH:20])=[O:1]. The yield is 0.474. (2) The reactants are [CH3:1][C:2]([CH3:31])([CH3:30])[CH2:3][C:4]([NH:6][C:7]1[C:8]([CH3:29])=[C:9](B(O)O)[C:10]2[O:14][CH2:13][CH:12]([C:15]3[CH:20]=[CH:19][C:18]([CH:21]([CH3:23])[CH3:22])=[CH:17][CH:16]=3)[C:11]=2[C:24]=1[CH3:25])=[O:5].Br[C:33]1[CH:34]=[C:35]([CH:39]=[CH:40][CH:41]=1)[N:36]([CH3:38])[CH3:37]. No catalyst specified. The product is [CH3:37][N:36]([CH3:38])[C:35]1[CH:34]=[C:33]([C:9]2[C:10]3[O:14][CH2:13][CH:12]([C:15]4[CH:20]=[CH:19][C:18]([CH:21]([CH3:22])[CH3:23])=[CH:17][CH:16]=4)[C:11]=3[C:24]([CH3:25])=[C:7]([NH:6][C:4](=[O:5])[CH2:3][C:2]([CH3:31])([CH3:30])[CH3:1])[C:8]=2[CH3:29])[CH:41]=[CH:40][CH:39]=1. The yield is 0.770. (3) The reactants are C(Cl)(=O)C([Cl:4])=O.[CH3:7][C:8]1[O:12][C:11]([C:13]2[CH:18]=[CH:17][CH:16]=[CH:15][CH:14]=2)=[N:10][C:9]=1[CH2:19][CH2:20][O:21][C:22]1[N:27]=[CH:26][C:25]([CH2:28]O)=[CH:24][CH:23]=1. The catalyst is ClCCl.CN(C)C=O. The product is [Cl:4][CH2:28][C:25]1[CH:24]=[CH:23][C:22]([O:21][CH2:20][CH2:19][C:9]2[N:10]=[C:11]([C:13]3[CH:18]=[CH:17][CH:16]=[CH:15][CH:14]=3)[O:12][C:8]=2[CH3:7])=[N:27][CH:26]=1. The yield is 1.00. (4) The reactants are [N:1]1[CH:6]=[CH:5][CH:4]=[C:3]([NH:7][C:8](=[O:15])OCC(Cl)(Cl)Cl)[N:2]=1.[C:16]1([C:22]2[N:26]=[C:25]([N:27]3[CH2:32][CH2:31][NH:30][CH2:29][CH2:28]3)[S:24][N:23]=2)[CH:21]=[CH:20][CH:19]=[CH:18][CH:17]=1.C(N(C(C)C)CC)(C)C.CS(C)=O. The catalyst is O. The product is [C:16]1([C:22]2[N:26]=[C:25]([N:27]3[CH2:32][CH2:31][N:30]([C:8]([NH:7][C:3]4[N:2]=[N:1][CH:6]=[CH:5][CH:4]=4)=[O:15])[CH2:29][CH2:28]3)[S:24][N:23]=2)[CH:17]=[CH:18][CH:19]=[CH:20][CH:21]=1. The yield is 0.430.